From a dataset of Reaction yield outcomes from USPTO patents with 853,638 reactions. Predict the reaction yield, written as a fraction of the theoretical maximum amount of product (1.0 means a 100% yield; for example, 0.34 means a 34% yield). The reactants are [CH3:1][O:2][C:3](=[O:15])[C:4]1[CH:9]=[C:8](I)[CH:7]=[CH:6][C:5]=1[O:11][CH:12]([CH3:14])[CH3:13].[CH3:16][O:17][C:18]1[CH:23]=[CH:22][CH:21]=[CH:20][C:19]=1[C:24]#[CH:25].CCCC[N+](CCCC)(CCCC)CCCC.[F-]. The catalyst is O. The product is [CH3:1][O:2][C:3](=[O:15])[C:4]1[CH:9]=[C:8]([C:25]#[C:24][C:19]2[CH:20]=[CH:21][CH:22]=[CH:23][C:18]=2[O:17][CH3:16])[CH:7]=[CH:6][C:5]=1[O:11][CH:12]([CH3:14])[CH3:13]. The yield is 0.350.